Dataset: Full USPTO retrosynthesis dataset with 1.9M reactions from patents (1976-2016). Task: Predict the reactants needed to synthesize the given product. Given the product [NH2:30][CH2:31][C@H:32]1[CH2:37][CH2:36][C@H:35]([NH:38][C:5]2[CH:4]=[C:3]([C:9]3[N:14]=[C:13]([N:15]([CH3:23])[CH2:16][CH:17]4[CH2:22][CH2:21][O:20][CH2:19][CH2:18]4)[CH:12]=[N:11][CH:10]=3)[C:2]([Cl:1])=[CH:7][N:6]=2)[CH2:34][CH2:33]1, predict the reactants needed to synthesize it. The reactants are: [Cl:1][C:2]1[C:3]([C:9]2[N:14]=[C:13]([N:15]([CH3:23])[CH2:16][CH:17]3[CH2:22][CH2:21][O:20][CH2:19][CH2:18]3)[CH:12]=[N:11][CH:10]=2)=[CH:4][C:5](F)=[N:6][CH:7]=1.C(OC(=O)[NH:30][CH2:31][C@H:32]1[CH2:37][CH2:36][C@H:35]([NH2:38])[CH2:34][CH2:33]1)(C)(C)C.Cl.